This data is from Reaction yield outcomes from USPTO patents with 853,638 reactions. The task is: Predict the reaction yield, written as a fraction of the theoretical maximum amount of product (1.0 means a 100% yield; for example, 0.34 means a 34% yield). The reactants are [CH3:1][C:2]1[CH:7]=[CH:6][C:5]([S:8]([CH2:10][C:11]#[CH:12])=O)=[CH:4][CH:3]=1.[BrH:13]. The catalyst is C(OCCC)(=O)C. The product is [Br:13][CH2:12][C:11]1[C:6]2[CH:7]=[C:2]([CH3:1])[CH:3]=[CH:4][C:5]=2[S:8][CH:10]=1. The yield is 0.880.